From a dataset of Forward reaction prediction with 1.9M reactions from USPTO patents (1976-2016). Predict the product of the given reaction. Given the reactants C[O:2][C:3](=[O:32])[C@H:4]([O:6][C:7]1[CH:16]=[CH:15][C:14]([F:17])=[C:13]2[C:8]=1[C:9]([CH3:31])=[C:10]([CH2:22][C:23]1[CH:28]=[CH:27][C:26]([Cl:29])=[CH:25][C:24]=1[Cl:30])[C:11]([O:18][CH:19]([F:21])[F:20])=[N:12]2)[CH3:5].CO.[OH-].[Li+].C(O)(=O)C, predict the reaction product. The product is: [Cl:30][C:24]1[CH:25]=[C:26]([Cl:29])[CH:27]=[CH:28][C:23]=1[CH2:22][C:10]1[C:11]([O:18][CH:19]([F:20])[F:21])=[N:12][C:13]2[C:8]([C:9]=1[CH3:31])=[C:7]([O:6][C@H:4]([CH3:5])[C:3]([OH:32])=[O:2])[CH:16]=[CH:15][C:14]=2[F:17].